Dataset: Reaction yield outcomes from USPTO patents with 853,638 reactions. Task: Predict the reaction yield, written as a fraction of the theoretical maximum amount of product (1.0 means a 100% yield; for example, 0.34 means a 34% yield). The reactants are [CH:1]([O:4][C:5](=[O:13])[C:6]1[CH:11]=[CH:10][CH:9]=[C:8](Br)[CH:7]=1)([CH3:3])[CH3:2].C(N(CC)CC)C.[CH3:21][Si:22]([C:25]#[CH:26])([CH3:24])[CH3:23].C(OCC)(=O)C. The catalyst is CCCCCC.[Cu]I.Cl[Pd](Cl)([P](C1C=CC=CC=1)(C1C=CC=CC=1)C1C=CC=CC=1)[P](C1C=CC=CC=1)(C1C=CC=CC=1)C1C=CC=CC=1. The product is [CH:1]([O:4][C:5](=[O:13])[C:6]1[CH:11]=[CH:10][CH:9]=[C:8]([C:26]#[C:25][Si:22]([CH3:24])([CH3:23])[CH3:21])[CH:7]=1)([CH3:3])[CH3:2]. The yield is 0.940.